From a dataset of Reaction yield outcomes from USPTO patents with 853,638 reactions. Predict the reaction yield, written as a fraction of the theoretical maximum amount of product (1.0 means a 100% yield; for example, 0.34 means a 34% yield). (1) The reactants are [CH3:1][CH:2]([CH3:8])/[CH:3]=[CH:4]/[C:5]([OH:7])=O.C(Cl)(=O)C(Cl)=O.Cl.[CH3:16][C:17]1[C:22]([N:23]2[CH2:28][C@@H:27]3[CH2:29][C@H:24]2[CH2:25][NH:26]3)=[CH:21][CH:20]=[CH:19][N:18]=1.CCN(C(C)C)C(C)C. The catalyst is ClCCl.CN(C=O)C. The product is [CH3:8][CH:2]([CH3:1])/[CH:3]=[CH:4]/[C:5]([N:26]1[CH2:25][C@@H:24]2[CH2:29][C@H:27]1[CH2:28][N:23]2[C:22]1[C:17]([CH3:16])=[N:18][CH:19]=[CH:20][CH:21]=1)=[O:7]. The yield is 0.690. (2) The reactants are C[N:2]([CH:4]=[O:5])C.[N:6]1[CH:7]=[N:8][N:9]2[CH:14]=[C:13]([C:15]3[O:16][C:17]4([CH2:32][CH2:31][CH:30]([CH2:33]C(O)=O)[CH2:29][CH2:28]4)[C:18](=[O:27])[C:19]=3[C:20]3[CH:21]=[C:22]([CH3:26])[CH:23]=[CH:24][CH:25]=3)[CH:12]=[CH:11][C:10]=12.C(Cl)(C(Cl)=O)=O. The catalyst is ClCCl. The product is [N:6]1[CH:7]=[N:8][N:9]2[CH:14]=[C:13]([C:15]3[O:16][C:17]4([CH2:32][CH2:31][C:30](=[CH:33][C:4]([NH2:2])=[O:5])[CH2:29][CH2:28]4)[C:18](=[O:27])[C:19]=3[C:20]3[CH:21]=[C:22]([CH3:26])[CH:23]=[CH:24][CH:25]=3)[CH:12]=[CH:11][C:10]=12. The yield is 0.640.